From a dataset of Peptide-MHC class I binding affinity with 185,985 pairs from IEDB/IMGT. Regression. Given a peptide amino acid sequence and an MHC pseudo amino acid sequence, predict their binding affinity value. This is MHC class I binding data. (1) The peptide sequence is RDYVDRFYKTL. The MHC is HLA-A23:01 with pseudo-sequence HLA-A23:01. The binding affinity (normalized) is 0. (2) The peptide sequence is GKMDHVMAK. The MHC is HLA-A11:01 with pseudo-sequence HLA-A11:01. The binding affinity (normalized) is 0.345. (3) The peptide sequence is NLPYNWKNFY. The MHC is HLA-A11:01 with pseudo-sequence HLA-A11:01. The binding affinity (normalized) is 0.225. (4) The peptide sequence is KYTHFFSGF. The MHC is HLA-B15:09 with pseudo-sequence HLA-B15:09. The binding affinity (normalized) is 0.0847. (5) The peptide sequence is CYDLMSFLE. The MHC is HLA-A69:01 with pseudo-sequence HLA-A69:01. The binding affinity (normalized) is 0.0847. (6) The peptide sequence is FQFKYAAAF. The MHC is Mamu-B17 with pseudo-sequence Mamu-B17. The binding affinity (normalized) is 0.607.